This data is from Reaction yield outcomes from USPTO patents with 853,638 reactions. The task is: Predict the reaction yield, written as a fraction of the theoretical maximum amount of product (1.0 means a 100% yield; for example, 0.34 means a 34% yield). (1) The catalyst is C(Cl)Cl. The product is [O:2]=[CH:3][CH2:4][N:5]1[C:9]2[C:10]([C:14]([O:16][CH3:17])=[O:15])=[CH:11][CH:12]=[CH:13][C:8]=2[N:7]=[CH:6]1. The reactants are C[O:2][CH:3](OC)[CH2:4][N:5]1[C:9]2[C:10]([C:14]([O:16][CH3:17])=[O:15])=[CH:11][CH:12]=[CH:13][C:8]=2[N:7]=[C:6]1C(C)C.O.FC(F)(F)C(O)=O. The yield is 0.440. (2) The reactants are [NH2:1][C:2]1[NH:6][N:5]=[C:4]([NH:7][C:8]2[CH:9]=[N:10][CH:11]=[CH:12][CH:13]=2)[C:3]=1[C:14]#[N:15].[OH:16][C:17]1[CH:24]=[CH:23][C:20]([CH:21]=O)=[CH:19][CH:18]=1. The catalyst is CCO.N1CCCCC1. The product is [OH:16][C:17]1[CH:24]=[CH:23][C:20]([CH:21]=[N:1][C:2]2[NH:6][N:5]=[C:4]([NH:7][C:8]3[CH:9]=[N:10][CH:11]=[CH:12][CH:13]=3)[C:3]=2[C:14]#[N:15])=[CH:19][CH:18]=1. The yield is 0.530.